The task is: Predict the reactants needed to synthesize the given product.. This data is from Full USPTO retrosynthesis dataset with 1.9M reactions from patents (1976-2016). (1) Given the product [CH3:25][C:23]1[CH:22]=[C:4]([CH:3]=[C:2]([C:31]2[S:32][CH:33]=[CH:34][N:35]=2)[N:24]=1)[C:5]([NH:7][CH:8]([C:10]1[CH:11]=[N:12][C:13]([O:16][CH2:17][C:18]([F:21])([F:19])[F:20])=[CH:14][CH:15]=1)[CH3:9])=[O:6], predict the reactants needed to synthesize it. The reactants are: Br[C:2]1[CH:3]=[C:4]([CH:22]=[C:23]([CH3:25])[N:24]=1)[C:5]([NH:7][CH:8]([C:10]1[CH:11]=[N:12][C:13]([O:16][CH2:17][C:18]([F:21])([F:20])[F:19])=[CH:14][CH:15]=1)[CH3:9])=[O:6].C([Sn](CCCC)(CCCC)[C:31]1[S:32][CH:33]=[CH:34][N:35]=1)CCC.CN(C)C=O. (2) Given the product [C:23]([C:7]1[C:8]2[C:13](=[CH:12][CH:11]=[CH:10][C:9]=2[O:16][C:17]2[CH:18]=[CH:19][CH:20]=[CH:21][CH:22]=2)[C:14]([OH:15])=[C:5]([C:3]([NH:25][CH2:26][C:27]([OH:29])=[O:28])=[O:4])[N:6]=1)#[N:24], predict the reactants needed to synthesize it. The reactants are: CO[C:3]([C:5]1[N:6]=[C:7]([C:23]#[N:24])[C:8]2[C:13]([C:14]=1[OH:15])=[CH:12][CH:11]=[CH:10][C:9]=2[O:16][C:17]1[CH:22]=[CH:21][CH:20]=[CH:19][CH:18]=1)=[O:4].[NH2:25][CH2:26][C:27]([OH:29])=[O:28].C[O-].[Na+].